Dataset: Catalyst prediction with 721,799 reactions and 888 catalyst types from USPTO. Task: Predict which catalyst facilitates the given reaction. (1) Reactant: [C:1]([Cl:4])(Cl)=[O:2].[NH2:5][C:6]([CH:11]([CH2:14][CH3:15])[CH2:12][CH3:13])=[C:7]([C:9]#[N:10])C. Product: [NH2:5]/[C:6](/[CH:11]([CH2:14][CH3:15])[CH2:12][CH3:13])=[C:7](/[C:9]#[N:10])\[C:1]([Cl:4])=[O:2]. The catalyst class is: 11. (2) Reactant: [C:1]([C:7]1[CH:18]=[C:17]([O:19][CH3:20])[CH:16]=[CH:15][C:8]=1[C:9](N(C)OC)=[O:10])#[C:2][CH2:3][CH2:4][CH2:5][CH3:6].[CH2:21]([Mg]Cl)[C:22]1[CH:27]=[CH:26][CH:25]=[CH:24][CH:23]=1. Product: [C:1]([C:7]1[CH:18]=[C:17]([O:19][CH3:20])[CH:16]=[CH:15][C:8]=1[C:9](=[O:10])[CH2:21][C:22]1[CH:27]=[CH:26][CH:25]=[CH:24][CH:23]=1)#[C:2][CH2:3][CH2:4][CH2:5][CH3:6]. The catalyst class is: 1.